From a dataset of Catalyst prediction with 721,799 reactions and 888 catalyst types from USPTO. Predict which catalyst facilitates the given reaction. Reactant: [CH3:1][O:2][C:3]1[CH:18]=[CH:17][C:6]2[CH:7]3[C:14]4([CH2:15][CH2:16][C:5]=2[CH:4]=1)[CH:10]([CH2:11][NH:12][CH2:13]4)[CH2:9][CH2:8]3.C(N(CC)CC)C.[C:26](OC(=O)C)(=[O:28])[CH3:27]. Product: [CH3:1][O:2][C:3]1[CH:18]=[CH:17][C:6]2[CH:7]3[C:14]4([CH2:15][CH2:16][C:5]=2[CH:4]=1)[CH:10]([CH2:11][N:12]([C:26](=[O:28])[CH3:27])[CH2:13]4)[CH2:9][CH2:8]3. The catalyst class is: 2.